From a dataset of Forward reaction prediction with 1.9M reactions from USPTO patents (1976-2016). Predict the product of the given reaction. (1) The product is: [F:18][C@H:7]1[CH2:15][C:14]2[C:9](=[CH:10][CH:11]=[CH:12][CH:13]=2)[C@@H:8]1[NH:4][CH2:1][C:2]#[CH:3]. Given the reactants [CH2:1]([N:4]1[C@H:8]2[C:9]3[CH:10]=[CH:11][CH:12]=[CH:13][C:14]=3[CH2:15][C@H:7]2OS1(=O)=O)[C:2]#[CH:3].[F-:18].C([N+](CCCC)(CCCC)CCCC)CCC, predict the reaction product. (2) Given the reactants [CH2:1]([NH2:8])[C:2]1[CH:7]=[CH:6][CH:5]=[CH:4][CH:3]=1.C(#N)C.[C:12]1([N:18]=[C:19]=[O:20])[CH:17]=[CH:16][CH:15]=[CH:14][CH:13]=1, predict the reaction product. The product is: [CH2:1]([NH:8][C:19]([NH:18][C:12]1[CH:17]=[CH:16][CH:15]=[CH:14][CH:13]=1)=[O:20])[C:2]1[CH:7]=[CH:6][CH:5]=[CH:4][CH:3]=1.